The task is: Predict the product of the given reaction.. This data is from Forward reaction prediction with 1.9M reactions from USPTO patents (1976-2016). The product is: [OH:7][CH2:8][CH2:9][C:10]1[CH:11]=[CH:12][C:13]([N:16]2[CH:20]=[CH:19][C:18]([CH:21]([C:23]3[CH:32]=[CH:31][C:26]4[NH:27][C:28](=[O:30])[S:29][C:25]=4[CH:24]=3)[CH3:22])=[N:17]2)=[N:14][CH:15]=1. Given the reactants O1CCCCC1[O:7][CH2:8][CH2:9][C:10]1[CH:11]=[CH:12][C:13]([N:16]2[CH:20]=[CH:19][C:18]([CH:21]([C:23]3[CH:32]=[CH:31][C:26]4[NH:27][C:28](=[O:30])[S:29][C:25]=4[CH:24]=3)[CH3:22])=[N:17]2)=[N:14][CH:15]=1.FC(F)(F)C(O)=O, predict the reaction product.